From a dataset of Forward reaction prediction with 1.9M reactions from USPTO patents (1976-2016). Predict the product of the given reaction. (1) Given the reactants [Cl:1][C:2]1[CH:3]=[C:4]([N:9]2[C@@H:16]3[C@@H:11]([CH2:12][CH2:13][NH:14][CH2:15]3)[CH2:10]2)[CH:5]=[N:6][C:7]=1[Cl:8].O.[CH3:18][C:19]1[CH:24]=[CH:23][C:22]([S:25]([OH:28])(=[O:27])=[O:26])=[CH:21][CH:20]=1, predict the reaction product. The product is: [CH3:18][C:19]1[CH:20]=[CH:21][C:22]([S:25]([OH:28])(=[O:27])=[O:26])=[CH:23][CH:24]=1.[Cl:1][C:2]1[CH:3]=[C:4]([N:9]2[C@@H:16]3[C@@H:11]([CH2:12][CH2:13][NH:14][CH2:15]3)[CH2:10]2)[CH:5]=[N:6][C:7]=1[Cl:8]. (2) Given the reactants [NH:1]1[C:5]2[CH:6]=[CH:7][CH:8]=[CH:9][C:4]=2[N:3]=[C:2]1[C:10]1[N:15]=[N:14][C:13](O)=[CH:12][CH:11]=1.P(Cl)(Cl)([Cl:19])=O, predict the reaction product. The product is: [Cl:19][C:13]1[N:14]=[N:15][C:10]([C:2]2[NH:3][C:4]3[CH:9]=[CH:8][CH:7]=[CH:6][C:5]=3[N:1]=2)=[CH:11][CH:12]=1. (3) Given the reactants [C:1]([Si:5]([CH3:63])([CH3:62])[O:6][C@H:7]1[C@@H:11]([O:12][Si:13]([C:16]([CH3:19])([CH3:18])[CH3:17])([CH3:15])[CH3:14])[C@H:10]([N:20]2[CH:25]=[CH:24][C:23](=[O:26])[N:22]([CH2:27][C:28]3[CH:33]=[CH:32][C:31]([O:34][CH3:35])=[CH:30][CH:29]=3)[C:21]2=[O:36])[O:9][C@@H:8]1[C@H:37]([OH:61])[C@H:38]([N:46](CC1C=CC=CC=1)CC1C=CC=CC=1)[C:39]([O:41][C:42]([CH3:45])([CH3:44])[CH3:43])=[O:40])([CH3:4])([CH3:3])[CH3:2], predict the reaction product. The product is: [NH2:46][C@@H:38]([C@H:37]([C@@H:8]1[C@@H:7]([O:6][Si:5]([C:1]([CH3:2])([CH3:3])[CH3:4])([CH3:63])[CH3:62])[C@@H:11]([O:12][Si:13]([C:16]([CH3:19])([CH3:18])[CH3:17])([CH3:14])[CH3:15])[C@H:10]([N:20]2[CH:25]=[CH:24][C:23](=[O:26])[N:22]([CH2:27][C:28]3[CH:33]=[CH:32][C:31]([O:34][CH3:35])=[CH:30][CH:29]=3)[C:21]2=[O:36])[O:9]1)[OH:61])[C:39]([O:41][C:42]([CH3:44])([CH3:43])[CH3:45])=[O:40]. (4) The product is: [CH3:3][O:4][C:5]([C:7]1[C:8]([C:13]2[CH:14]=[CH:15][C:16]([C:19]3[O:23][C:22]([N:24]([CH2:50][C:47]4[CH:48]=[CH:49][C:44]([C:41]([P:36]([O:35][CH2:33][CH3:34])([O:37][CH2:38][CH3:39])=[O:40])([F:42])[F:43])=[C:45]([Br:52])[CH:46]=4)[C:25]4[CH:30]=[CH:29][C:28]([Cl:31])=[C:27]([Cl:32])[CH:26]=4)=[N:21][CH:20]=3)=[CH:17][CH:18]=2)=[CH:9][CH:10]=[CH:11][CH:12]=1)=[O:6]. Given the reactants [H-].[Na+].[CH3:3][O:4][C:5]([C:7]1[C:8]([C:13]2[CH:18]=[CH:17][C:16]([C:19]3[O:23][C:22]([NH:24][C:25]4[CH:30]=[CH:29][C:28]([Cl:31])=[C:27]([Cl:32])[CH:26]=4)=[N:21][CH:20]=3)=[CH:15][CH:14]=2)=[CH:9][CH:10]=[CH:11][CH:12]=1)=[O:6].[CH2:33]([O:35][P:36]([C:41]([C:44]1[CH:49]=[CH:48][C:47]([CH2:50]Br)=[CH:46][C:45]=1[Br:52])([F:43])[F:42])(=[O:40])[O:37][CH2:38][CH3:39])[CH3:34], predict the reaction product. (5) Given the reactants [O:1]=[C:2]1[NH:7][C:6]2[CH:8]=[C:9]([C:11]3[CH:16]=[CH:15][CH:14]=[CH:13][CH:12]=3)[S:10][C:5]=2[C:4](=[O:17])[N:3]1[CH:18]1[CH2:23][CH2:22][N:21]([C:24]([O:26][C:27]([CH3:30])([CH3:29])[CH3:28])=[O:25])[CH2:20][CH2:19]1.Cl[CH2:32][C:33]1[CH:37]=[C:36]([CH3:38])[O:35][N:34]=1.C(=O)([O-])[O-].[K+].[K+], predict the reaction product. The product is: [CH3:38][C:36]1[O:35][N:34]=[C:33]([CH2:32][N:7]2[C:6]3[CH:8]=[C:9]([C:11]4[CH:16]=[CH:15][CH:14]=[CH:13][CH:12]=4)[S:10][C:5]=3[C:4](=[O:17])[N:3]([CH:18]3[CH2:23][CH2:22][N:21]([C:24]([O:26][C:27]([CH3:30])([CH3:29])[CH3:28])=[O:25])[CH2:20][CH2:19]3)[C:2]2=[O:1])[CH:37]=1.